This data is from NCI-60 drug combinations with 297,098 pairs across 59 cell lines. The task is: Regression. Given two drug SMILES strings and cell line genomic features, predict the synergy score measuring deviation from expected non-interaction effect. Drug 1: CC1=CC=C(C=C1)C2=CC(=NN2C3=CC=C(C=C3)S(=O)(=O)N)C(F)(F)F. Drug 2: CC1=C(C(CCC1)(C)C)C=CC(=CC=CC(=CC(=O)O)C)C. Cell line: HS 578T. Synergy scores: CSS=11.5, Synergy_ZIP=-0.682, Synergy_Bliss=7.31, Synergy_Loewe=7.94, Synergy_HSA=8.85.